Dataset: Merck oncology drug combination screen with 23,052 pairs across 39 cell lines. Task: Regression. Given two drug SMILES strings and cell line genomic features, predict the synergy score measuring deviation from expected non-interaction effect. Drug 1: CCc1c2c(nc3ccc(O)cc13)-c1cc3c(c(=O)n1C2)COC(=O)C3(O)CC. Drug 2: Cn1cc(-c2cnn3c(N)c(Br)c(C4CCCNC4)nc23)cn1. Cell line: OVCAR3. Synergy scores: synergy=71.6.